From a dataset of Catalyst prediction with 721,799 reactions and 888 catalyst types from USPTO. Predict which catalyst facilitates the given reaction. (1) Reactant: Cl[CH2:2][C:3]([N:5]1[C:14]2[C:9](=[CH:10][CH:11]=[CH:12][CH:13]=2)[CH2:8][CH2:7][CH2:6]1)=[O:4].[Cl-].[Al+3].[Cl-].[Cl-].C1(C)C=CC=CC=1.Cl. Product: [CH2:2]1[C:13]2=[C:14]3[C:9](=[CH:10][CH:11]=[CH:12]2)[CH2:8][CH2:7][CH2:6][N:5]3[C:3]1=[O:4]. The catalyst class is: 6. (2) Reactant: [C:1]([O:5][C:6]([N:8]1[CH2:13][CH2:12][CH:11](SC2C=CC(Cl)=C(Cl)C=2)[CH2:10][CH2:9]1)=[O:7])([CH3:4])([CH3:3])[CH3:2].[Cl:23][C:24]1[CH:29]=[CH:28][CH:27]=[C:26](C(OO)=O)[CH:25]=1.[S:34](S([O-])=O)([O-:37])(=O)=[O:35].[Na+].[Na+].[Cl:43]CCl. Product: [C:1]([O:5][C:6]([N:8]1[CH2:13][CH2:12][CH:11]([S:34]([C:26]2[CH:27]=[CH:28][C:29]([Cl:43])=[C:24]([Cl:23])[CH:25]=2)(=[O:37])=[O:35])[CH2:10][CH2:9]1)=[O:7])([CH3:4])([CH3:2])[CH3:3]. The catalyst class is: 6. (3) Reactant: [CH3:1][O:2][C:3](=[O:12])[CH2:4][C:5]1[CH:10]=[CH:9][CH:8]=[CH:7][C:6]=1[I:11].C1C(=O)N([Br:20])C(=O)C1.CC(N=NC(C#N)(C)C)(C#N)C. Product: [CH3:1][O:2][C:3](=[O:12])[CH:4]([Br:20])[C:5]1[CH:10]=[CH:9][CH:8]=[CH:7][C:6]=1[I:11]. The catalyst class is: 53. (4) Reactant: C([N:8]1[CH:12]=[N:11][C:10]([NH:13][C:14]2[CH:19]=[C:18]([Cl:20])[CH:17]=[C:16]([Cl:21])[CH:15]=2)=[N:9]1)C1C=CC=CC=1.Cl. Product: [Cl:21][C:16]1[CH:15]=[C:14]([NH:13][C:10]2[N:11]=[CH:12][NH:8][N:9]=2)[CH:19]=[C:18]([Cl:20])[CH:17]=1. The catalyst class is: 5.